From a dataset of Catalyst prediction with 721,799 reactions and 888 catalyst types from USPTO. Predict which catalyst facilitates the given reaction. Reactant: COCCOCOCC[C@H]1CCC[N:11]1[S:15]([C:18]1[CH:26]=[C:25]2[C:21]([CH:22]=[CH:23][NH:24]2)=[CH:20][CH:19]=1)(=[O:17])=[O:16].[H-].[Na+].[C:29]1(S(Cl)(=O)=O)[CH:34]=[CH:33][CH:32]=[CH:31][CH:30]=1. Product: [NH:24]1[C:25]2[C:21](=[CH:20][CH:19]=[CH:18][CH:26]=2)[CH:22]=[CH:23]1.[C:29]1([NH:11][SH:15](=[O:17])=[O:16])[CH:30]=[CH:31][CH:32]=[CH:33][CH:34]=1. The catalyst class is: 9.